This data is from Catalyst prediction with 721,799 reactions and 888 catalyst types from USPTO. The task is: Predict which catalyst facilitates the given reaction. Reactant: [N:1]1([S:7]([C:10]2[CH:11]=[C:12]([CH:16]=[CH:17][CH:18]=2)[C:13]([OH:15])=O)(=[O:9])=[O:8])[CH2:6][CH2:5][O:4][CH2:3][CH2:2]1.CN(C=O)C.C(Cl)(=O)C(Cl)=O.[NH2:30][C:31]1[CH:38]=[CH:37][C:36]([Br:39])=[CH:35][C:32]=1[CH:33]=[O:34]. Product: [Br:39][C:36]1[CH:37]=[CH:38][C:31]([NH:30][C:13](=[O:15])[C:12]2[CH:16]=[CH:17][CH:18]=[C:10]([S:7]([N:1]3[CH2:2][CH2:3][O:4][CH2:5][CH2:6]3)(=[O:8])=[O:9])[CH:11]=2)=[C:32]([CH:33]=[O:34])[CH:35]=1. The catalyst class is: 202.